This data is from Forward reaction prediction with 1.9M reactions from USPTO patents (1976-2016). The task is: Predict the product of the given reaction. (1) Given the reactants [F:1][C:2]1[CH:3]=[C:4]2[C:9](=[CH:10][CH:11]=1)[N:8]=[CH:7][CH:6]=[C:5]2[N:12]1[CH2:17][CH2:16][N:15]([CH:18]([CH3:22])[C:19]([OH:21])=O)[CH2:14][CH2:13]1.[Cl:23][C:24]1[CH:30]=[CH:29][C:27]([NH2:28])=[CH:26][CH:25]=1.CCN(C(C)C)C(C)C.C1CN([P+](ON2N=NC3C=CC=CC2=3)(N2CCCC2)N2CCCC2)CC1.F[P-](F)(F)(F)(F)F, predict the reaction product. The product is: [Cl:23][C:24]1[CH:30]=[CH:29][C:27]([NH:28][C:19](=[O:21])[CH:18]([N:15]2[CH2:14][CH2:13][N:12]([C:5]3[C:4]4[C:9](=[CH:10][CH:11]=[C:2]([F:1])[CH:3]=4)[N:8]=[CH:7][CH:6]=3)[CH2:17][CH2:16]2)[CH3:22])=[CH:26][CH:25]=1. (2) Given the reactants [C:1]([OH:12])(=[O:11])[C:2]1[CH:10]=[CH:9][CH:8]=[C:4]([C:5]([OH:7])=O)[CH:3]=1.C1C=CC2N(O)N=NC=2C=1.CCN=C=NCCCN(C)C.[NH:34]1[CH2:39][CH2:38][CH:37]([C:40]2[CH:41]=[C:42]([CH:52]=[CH:53][CH:54]=2)[CH2:43][NH:44][C:45](=[O:51])[O:46][C:47]([CH3:50])([CH3:49])[CH3:48])[CH2:36][CH2:35]1.CCN(C(C)C)C(C)C, predict the reaction product. The product is: [C:47]([O:46][C:45]([NH:44][CH2:43][C:42]1[CH:41]=[C:40]([CH:37]2[CH2:38][CH2:39][N:34]([C:5]([C:4]3[CH:3]=[C:2]([CH:10]=[CH:9][CH:8]=3)[C:1]([OH:12])=[O:11])=[O:7])[CH2:35][CH2:36]2)[CH:54]=[CH:53][CH:52]=1)=[O:51])([CH3:50])([CH3:48])[CH3:49]. (3) Given the reactants Cl.[CH3:2][C:3]1[C:7]([CH2:8][N:9]2[CH:13]=[C:12]([NH2:14])[CH:11]=[N:10]2)=[C:6]([CH3:15])[O:5][N:4]=1.[CH3:16][O:17][C:18]1[CH:19]=[C:20]([CH:24]=[CH:25][CH:26]=1)[C:21](O)=[O:22].C(Cl)CCl.C(N(CC)CC)C, predict the reaction product. The product is: [CH3:2][C:3]1[C:7]([CH2:8][N:9]2[CH:13]=[C:12]([NH:14][C:21](=[O:22])[C:20]3[CH:24]=[CH:25][CH:26]=[C:18]([O:17][CH3:16])[CH:19]=3)[CH:11]=[N:10]2)=[C:6]([CH3:15])[O:5][N:4]=1.